From a dataset of Full USPTO retrosynthesis dataset with 1.9M reactions from patents (1976-2016). Predict the reactants needed to synthesize the given product. (1) Given the product [Cl:10][C:11]1[CH:16]=[CH:15][C:14]([N+:17]([O-:19])=[O:18])=[CH:13][C:12]=1[C:20]1[CH:21]=[CH:8][C:3]2[N:4]=[CH:5][N:6]=[CH:7][C:2]=2[N:1]=1, predict the reactants needed to synthesize it. The reactants are: [NH2:1][C:2]1[C:3]([CH:8]=O)=[N:4][CH:5]=[N:6][CH:7]=1.[Cl:10][C:11]1[CH:16]=[CH:15][C:14]([N+:17]([O-:19])=[O:18])=[CH:13][C:12]=1[C:20](=O)[CH3:21].[OH-].[Na+]. (2) Given the product [N:9]1[C:17]2[C:12](=[CH:13][CH:14]=[CH:15][CH:16]=2)[CH:18]=[CH:7][CH:8]=1, predict the reactants needed to synthesize it. The reactants are: ClCCC(O[CH2:7][CH2:8][N:9]=C=O)=O.[C:12]1([CH3:18])[CH:17]=[CH:16][CH:15]=[CH:14][CH:13]=1. (3) The reactants are: [Cl:1][C:2]1[CH:7]=[CH:6][CH:5]=[C:4]([Cl:8])[C:3]=1[C:9]1[C:17]2[O:16][CH:15]([CH2:18]O)[CH2:14][C:13]=2[CH:12]=[C:11]([F:20])[CH:10]=1.C1(P(C2C=CC=CC=2)C2C=CC=CC=2)C=CC=CC=1.[N:40]([C:47](OCC)=O)=NC(OCC)=O.OC(C)(C)C#N. Given the product [Cl:1][C:2]1[CH:7]=[CH:6][CH:5]=[C:4]([Cl:8])[C:3]=1[C:9]1[C:17]2[O:16][CH:15]([CH2:18][CH2:47][NH2:40])[CH2:14][C:13]=2[CH:12]=[C:11]([F:20])[CH:10]=1, predict the reactants needed to synthesize it. (4) Given the product [Cl:1][C:2]1[CH:11]=[C:10]([OH:12])[CH:9]=[C:8]([Cl:20])[C:3]=1[O:4][CH2:5][CH2:6][OH:7], predict the reactants needed to synthesize it. The reactants are: [Cl:1][C:2]1[CH:11]=[C:10]([O:12]CC2C=CC=CC=2)[CH:9]=[C:8]([Cl:20])[C:3]=1[O:4][CH2:5][CH2:6][OH:7]. (5) Given the product [OH:11][CH:3]1[CH2:4][C:5]2[C:10](=[CH:9][CH:8]=[CH:7][CH:6]=2)[CH:2]1[NH:1][C:35]([C:34]1[N:16]2[CH:17]=[C:18]([CH3:33])[CH:19]=[C:20]([O:21][CH2:22][CH2:23][CH:24]([C:25]([F:28])([F:27])[F:26])[C:29]([F:30])([F:31])[F:32])[C:15]2=[N:14][C:13]=1[CH3:12])=[O:36], predict the reactants needed to synthesize it. The reactants are: [NH2:1][CH:2]1[C:10]2[C:5](=[CH:6][CH:7]=[CH:8][CH:9]=2)[CH2:4][CH:3]1[OH:11].[CH3:12][C:13]1[N:14]=[C:15]2[C:20]([O:21][CH2:22][CH2:23][CH:24]([C:29]([F:32])([F:31])[F:30])[C:25]([F:28])([F:27])[F:26])=[CH:19][C:18]([CH3:33])=[CH:17][N:16]2[C:34]=1[C:35](O)=[O:36].CN(C(ON1N=NC2C=CC=NC1=2)=[N+](C)C)C.F[P-](F)(F)(F)(F)F.CN1CCOCC1. (6) The reactants are: [Br:1][C:2]1[C:7]([O:8][C:9]2[CH:10]=[C:11]([CH:14]=[C:15]([Cl:17])[CH:16]=2)[C:12]#[N:13])=[C:6]([F:18])[C:5]([CH2:19]Br)=[CH:4][CH:3]=1.[NH3:21].CO. Given the product [NH2:21][CH2:19][C:5]1[C:6]([F:18])=[C:7]([O:8][C:9]2[CH:10]=[C:11]([CH:14]=[C:15]([Cl:17])[CH:16]=2)[C:12]#[N:13])[C:2]([Br:1])=[CH:3][CH:4]=1, predict the reactants needed to synthesize it. (7) Given the product [CH3:18][N:17]([CH2:16][C:7]1[CH:6]=[C:5]([CH2:1][CH:2]([CH3:4])[CH3:3])[N:9]([C:10]2[CH:11]=[CH:12][CH:13]=[CH:14][CH:15]=2)[N:8]=1)[S:32]([C:26]1[CH:31]=[CH:30][CH:29]=[CH:28][CH:27]=1)(=[O:34])=[O:33], predict the reactants needed to synthesize it. The reactants are: [CH2:1]([C:5]1[N:9]([C:10]2[CH:15]=[CH:14][CH:13]=[CH:12][CH:11]=2)[N:8]=[C:7]([CH2:16][NH:17][CH3:18])[CH:6]=1)[CH:2]([CH3:4])[CH3:3].C(N(CC)CC)C.[C:26]1([S:32](Cl)(=[O:34])=[O:33])[CH:31]=[CH:30][CH:29]=[CH:28][CH:27]=1.O.